This data is from Reaction yield outcomes from USPTO patents with 853,638 reactions. The task is: Predict the reaction yield, written as a fraction of the theoretical maximum amount of product (1.0 means a 100% yield; for example, 0.34 means a 34% yield). (1) The reactants are [C:1]([N:5]1[CH2:22][CH:21]([CH2:23][CH3:24])[O:20][C:7]2([CH2:12][CH2:11][N:10](C(OC(C)(C)C)=O)[CH2:9][CH2:8]2)[CH2:6]1)([CH3:4])([CH3:3])[CH3:2].Cl.O1CCOCC1. The catalyst is ClCCl. The product is [C:1]([N:5]1[CH2:22][CH:21]([CH2:23][CH3:24])[O:20][C:7]2([CH2:12][CH2:11][NH:10][CH2:9][CH2:8]2)[CH2:6]1)([CH3:4])([CH3:3])[CH3:2]. The yield is 0.990. (2) The reactants are Br[C:2]1[CH:7]=[CH:6][C:5]([C:8]2[N:9]=[C:10]([C@@H:13]3[CH2:17][CH2:16][CH2:15][N:14]3[C:18]([O:20][CH2:21][C:22]3[CH:27]=[CH:26][CH:25]=[CH:24][CH:23]=3)=[O:19])[NH:11][CH:12]=2)=[CH:4][CH:3]=1.[CH3:28][C:29]([CH3:56])([CH3:55])[CH:30]([NH:51][C:52](=[O:54])[O-:53])[C:31]1[NH:32][C:33]([C:36]2[CH:41]=[CH:40][C:39](B3OC(C)(C)C(C)(C)O3)=[CH:38][CH:37]=2)=[CH:34][N:35]=1.C([O-])(O)=O.[Na+].N#N. The catalyst is COCCOC.O. The product is [C:5]([O:53][C:52]([NH:51][C@H:30]([C:31]1[NH:35][CH:34]=[C:33]([C:36]2[CH:41]=[CH:40][C:39]([C:2]3[CH:7]=[CH:6][C:5]([C:8]4[N:9]=[C:10]([C@@H:13]5[CH2:17][CH2:16][CH2:15][N:14]5[C:18]([O:20][CH2:21][C:22]5[CH:27]=[CH:26][CH:25]=[CH:24][CH:23]=5)=[O:19])[NH:11][CH:12]=4)=[CH:4][CH:3]=3)=[CH:38][CH:37]=2)[N:32]=1)[C:29]([CH3:55])([CH3:28])[CH3:56])=[O:54])([CH3:8])([CH3:6])[CH3:4]. The yield is 0.840.